Dataset: Catalyst prediction with 721,799 reactions and 888 catalyst types from USPTO. Task: Predict which catalyst facilitates the given reaction. (1) Reactant: [N+:1]([C:4]1[CH:21]=[CH:20][C:7]([O:8][C:9]2[CH:10]=[C:11]3[C:16](=[CH:17][CH:18]=2)[N:15]=[CH:14][NH:13][C:12]3=[O:19])=[CH:6][CH:5]=1)([O-:3])=[O:2].C([O-])([O-])=O.[K+].[K+].I[CH2:29][CH2:30][CH2:31][NH:32][C:33](=[O:39])[O:34][C:35]([CH3:38])([CH3:37])[CH3:36]. Product: [N+:1]([C:4]1[CH:21]=[CH:20][C:7]([O:8][C:9]2[CH:10]=[C:11]3[C:16](=[CH:17][CH:18]=2)[N:15]=[CH:14][N:13]([CH2:29][CH2:30][CH2:31][NH:32][C:33](=[O:39])[O:34][C:35]([CH3:38])([CH3:37])[CH3:36])[C:12]3=[O:19])=[CH:6][CH:5]=1)([O-:3])=[O:2]. The catalyst class is: 3. (2) Reactant: CS(O[C@@H:6]1[C@@H:11]([CH3:12])[CH2:10][N:9]([C:13]2[CH:18]=[CH:17][N:16]=[CH:15][C:14]=2[N:19]([C:27]([O:29][C:30]([CH3:33])([CH3:32])[CH3:31])=[O:28])[C:20]([O:22][C:23]([CH3:26])([CH3:25])[CH3:24])=[O:21])[CH2:8][C@H:7]1[NH:34][C:35]([O:37][C:38]([CH3:41])([CH3:40])[CH3:39])=[O:36])(=O)=O.[N-:42]=[N+:43]=[N-:44].[Na+]. Product: [N:42]([C@H:6]1[C@@H:11]([CH3:12])[CH2:10][N:9]([C:13]2[CH:18]=[CH:17][N:16]=[CH:15][C:14]=2[N:19]([C:20]([O:22][C:23]([CH3:26])([CH3:25])[CH3:24])=[O:21])[C:27](=[O:28])[O:29][C:30]([CH3:33])([CH3:32])[CH3:31])[CH2:8][C@H:7]1[NH:34][C:35]([O:37][C:38]([CH3:41])([CH3:40])[CH3:39])=[O:36])=[N+:43]=[N-:44]. The catalyst class is: 3.